From a dataset of NCI-60 drug combinations with 297,098 pairs across 59 cell lines. Regression. Given two drug SMILES strings and cell line genomic features, predict the synergy score measuring deviation from expected non-interaction effect. (1) Synergy scores: CSS=48.2, Synergy_ZIP=-11.0, Synergy_Bliss=-14.6, Synergy_Loewe=-9.92, Synergy_HSA=-7.79. Cell line: SK-MEL-5. Drug 1: CC1=C2C(C(=O)C3(C(CC4C(C3C(C(C2(C)C)(CC1OC(=O)C(C(C5=CC=CC=C5)NC(=O)C6=CC=CC=C6)O)O)OC(=O)C7=CC=CC=C7)(CO4)OC(=O)C)O)C)OC(=O)C. Drug 2: CC1=C(C(=O)C2=C(C1=O)N3CC4C(C3(C2COC(=O)N)OC)N4)N. (2) Drug 1: CN(C)C1=NC(=NC(=N1)N(C)C)N(C)C. Drug 2: CC12CCC3C(C1CCC2O)C(CC4=C3C=CC(=C4)O)CCCCCCCCCS(=O)CCCC(C(F)(F)F)(F)F. Cell line: MALME-3M. Synergy scores: CSS=-4.69, Synergy_ZIP=2.03, Synergy_Bliss=2.37, Synergy_Loewe=-8.20, Synergy_HSA=-3.56. (3) Drug 1: C1CC(C1)(C2=CC=C(C=C2)C3=C(C=C4C(=N3)C=CN5C4=NNC5=O)C6=CC=CC=C6)N. Drug 2: CCC1(C2=C(COC1=O)C(=O)N3CC4=CC5=C(C=CC(=C5CN(C)C)O)N=C4C3=C2)O. Cell line: OVCAR3. Synergy scores: CSS=76.5, Synergy_ZIP=-5.01, Synergy_Bliss=-5.69, Synergy_Loewe=-0.669, Synergy_HSA=3.48. (4) Drug 1: C1=CN(C=N1)CC(O)(P(=O)(O)O)P(=O)(O)O. Drug 2: B(C(CC(C)C)NC(=O)C(CC1=CC=CC=C1)NC(=O)C2=NC=CN=C2)(O)O. Cell line: SF-539. Synergy scores: CSS=12.7, Synergy_ZIP=0.106, Synergy_Bliss=2.66, Synergy_Loewe=-42.1, Synergy_HSA=-0.0876. (5) Drug 1: C1C(C(OC1N2C=C(C(=O)NC2=O)F)CO)O. Drug 2: C1CN(CCN1C(=O)CCBr)C(=O)CCBr. Cell line: PC-3. Synergy scores: CSS=9.22, Synergy_ZIP=-6.82, Synergy_Bliss=-2.88, Synergy_Loewe=-2.99, Synergy_HSA=-0.961. (6) Cell line: HOP-62. Drug 2: CCC(=C(C1=CC=CC=C1)C2=CC=C(C=C2)OCCN(C)C)C3=CC=CC=C3.C(C(=O)O)C(CC(=O)O)(C(=O)O)O. Synergy scores: CSS=4.64, Synergy_ZIP=1.20, Synergy_Bliss=1.33, Synergy_Loewe=-5.93, Synergy_HSA=-4.16. Drug 1: CC1=C(C=C(C=C1)NC2=NC=CC(=N2)N(C)C3=CC4=NN(C(=C4C=C3)C)C)S(=O)(=O)N.Cl. (7) Drug 1: C1CCN(CC1)CCOC2=CC=C(C=C2)C(=O)C3=C(SC4=C3C=CC(=C4)O)C5=CC=C(C=C5)O. Drug 2: CN1C2=C(C=C(C=C2)N(CCCl)CCCl)N=C1CCCC(=O)O.Cl. Cell line: HOP-62. Synergy scores: CSS=15.8, Synergy_ZIP=5.77, Synergy_Bliss=11.4, Synergy_Loewe=3.47, Synergy_HSA=3.96.